Task: Predict which catalyst facilitates the given reaction.. Dataset: Catalyst prediction with 721,799 reactions and 888 catalyst types from USPTO (1) Reactant: [Cl:1][C:2]1[CH:3]=[C:4]([CH:8]=[CH:9][N:10]=1)[C:5]([OH:7])=O.S(Cl)(Cl)=O.[NH2:15][C:16]1[S:17][C:18]([N:26]2[CH2:31][CH2:30][O:29][CH2:28][CH2:27]2)=[C:19]([C:21]2[O:22][CH:23]=[CH:24][CH:25]=2)[N:20]=1. Product: [Cl:1][C:2]1[CH:3]=[C:4]([C:5]([NH:15][C:16]2[S:17][C:18]([N:26]3[CH2:27][CH2:28][O:29][CH2:30][CH2:31]3)=[C:19]([C:21]3[O:22][CH:23]=[CH:24][CH:25]=3)[N:20]=2)=[O:7])[CH:8]=[CH:9][N:10]=1. The catalyst class is: 17. (2) Reactant: CCCCCCCCCCCCCC(O[C@H]1[C@@]2(OC(C)=O)C(C)(C)[C@H]2[C@@H]2C=C(CO)C[C@]3(O)C(=O)C(C)=C[C@H]3[C@@]2(O)[C@@H]1C)=O.[CH3:45][C@@H:46]([CH2:52][C@@H:53]([CH2:55][C@@H:56]([C:58](/[CH:60]=[C:61](\[OH:94])/[C@@H:62]([CH2:64][C@@H:65]([CH2:67]/[CH:68]=[CH:69]/[C@H:70]([C@@H:72]([OH:93])[C@H:73]([C@@H:75]([OH:92])[CH2:76][C@H:77]1[O:81][C@@:80]([C@@H:83]2[O:87][C@@:86]([C@H:89]([OH:91])[CH3:90])([CH3:88])[CH2:85][CH2:84]2)([CH3:82])[CH2:79][CH2:78]1)[CH3:74])[CH3:71])[CH3:66])[CH3:63])=[O:59])[CH3:57])[CH3:54])[CH2:47][CH2:48][C:49]([OH:51])=[O:50].N[C@H](C(O)=O)CCC(=O)N.CC1(C)S[C@@H]2[C@H](NC(CC3C=CC=CC=3)=O)C(=O)N2[C@H]1C([O-])=O.[K+].C[C@@H]1O[C@@H](O[C@H]2[C@H](O)[C@@H](O)[C@H](NC(N)=N)[C@@H](O)[C@@H]2NC(N)=N)[C@H](O[C@@H]2O[C@@H](CO)[C@H](O)[C@@H](O)[C@@H]2NC)[C@@]1(O)C=O. Product: [CH3:45][C@@H:46]([CH2:52][C@@H:53]([CH2:55][C@@H:56]([C:58](/[CH:60]=[C:61](\[OH:94])/[C@@H:62]([CH2:64][C@@H:65]([CH2:67]/[CH:68]=[CH:69]/[C@H:70]([C@@H:72]([OH:93])[C@H:73]([C@@H:75]([OH:92])[CH2:76][C@H:77]1[O:81][C@@:80]([C@@H:83]2[O:87][C@@:86]([C@H:89]([OH:91])[CH3:90])([CH3:88])[CH2:85][CH2:84]2)([CH3:82])[CH2:79][CH2:78]1)[CH3:74])[CH3:71])[CH3:66])[CH3:63])=[O:59])[CH3:57])[CH3:54])[CH2:47][CH2:48][C:49]([OH:51])=[O:50]. The catalyst class is: 16. (3) Reactant: [O:1]=[C:2]1[NH:7][C:6]2[CH:8]=[C:9]([CH2:12][O:13]C(=O)C)[CH:10]=[CH:11][C:5]=2[S:4][CH2:3]1.O.[OH-].[Li+]. Product: [OH:13][CH2:12][C:9]1[CH:10]=[CH:11][C:5]2[S:4][CH2:3][C:2](=[O:1])[NH:7][C:6]=2[CH:8]=1. The catalyst class is: 5. (4) Reactant: C[O:2][C:3]([C:5]1([CH3:19])[CH2:9][O:8][C:7]([CH3:11])([CH3:10])[N:6]1[C:12]([O:14][C:15]([CH3:18])([CH3:17])[CH3:16])=[O:13])=[O:4].O[Li].O. Product: [C:15]([O:14][C:12]([N:6]1[C:5]([CH3:19])([C:3]([OH:4])=[O:2])[CH2:9][O:8][C:7]1([CH3:11])[CH3:10])=[O:13])([CH3:18])([CH3:16])[CH3:17]. The catalyst class is: 20. (5) Reactant: Br[C:2]1[CH:3]=[CH:4][C:5]([O:8][CH:9]([CH3:11])[CH3:10])=[N:6][CH:7]=1.C([Li])CCC.CCCCCC.CON(C)[C:26](=[O:28])[CH3:27].[NH4+].[Cl-]. Product: [CH:9]([O:8][C:5]1[N:6]=[CH:7][C:2]([C:26](=[O:28])[CH3:27])=[CH:3][CH:4]=1)([CH3:11])[CH3:10]. The catalyst class is: 1. (6) Reactant: Cl[C:2]1[CH:7]=[C:6]([Cl:8])[C:5]([C:9]([F:12])([F:11])[F:10])=[CH:4][N:3]=1.[CH3:13][CH:14]1[CH2:19][NH:18][CH2:17][CH:16]([CH3:20])[NH:15]1.C([O-])([O-])=O.[K+].[K+]. Product: [Cl:8][C:6]1[C:5]([C:9]([F:12])([F:11])[F:10])=[CH:4][N:3]=[C:2]([N:18]2[CH2:17][C@H:16]([CH3:20])[NH:15][C@H:14]([CH3:13])[CH2:19]2)[CH:7]=1. The catalyst class is: 9. (7) Reactant: [Br:1][C:2]1[CH:3]=[C:4]([N+:12]([O-])=O)[CH:5]=[C:6]2[C:10]=1[N:9]([CH3:11])[CH:8]=[CH:7]2.[Cl-].[NH4+].CC(O)C. Product: [Br:1][C:2]1[CH:3]=[C:4]([NH2:12])[CH:5]=[C:6]2[C:10]=1[N:9]([CH3:11])[CH:8]=[CH:7]2. The catalyst class is: 150.